This data is from Forward reaction prediction with 1.9M reactions from USPTO patents (1976-2016). The task is: Predict the product of the given reaction. (1) Given the reactants [Cl:1][C:2]1[CH:7]=[CH:6][N:5]=[C:4]([CH3:8])[C:3]=1[O:9][CH3:10].[Br:11]N1C(=O)CCC1=O.C(OOC(=O)C1C=CC=CC=1)(=O)C1C=CC=CC=1, predict the reaction product. The product is: [Cl:1][C:2]1[CH:7]=[CH:6][N:5]=[C:4]([CH2:8][Br:11])[C:3]=1[O:9][CH3:10]. (2) Given the reactants [CH3:1][N:2]1[CH:6]=[C:5]([NH2:7])[CH:4]=[N:3]1.[NH2:8][C@@H:9]1[C@@H:14]2[CH2:15][C@@H:11]([CH:12]=[CH:13]2)[C@@H:10]1[C:16]([NH2:18])=[O:17].Cl[C:20]1[N:25]=[C:24](Cl)[C:23]([Br:27])=[CH:22][N:21]=1.Cl[C:29]1N=C(Cl)C(F)=CN=1, predict the reaction product. The product is: [Br:27][C:23]1[C:22]([NH:8][C@@H:9]2[C@@H:14]3[CH2:15][C@@H:11]([CH:12]=[CH:13]3)[C@@H:10]2[C:16]([NH2:18])=[O:17])=[N:21][C:20]([NH:7][C:5]2[CH:4]=[N:3][N:2]([CH3:1])[C:6]=2[CH3:29])=[N:25][CH:24]=1. (3) Given the reactants [NH:1]1[CH2:6][CH2:5][CH2:4][C@@H:3]([N:7]2[C:11]3[CH:12]=[CH:13][CH:14]=[CH:15][C:10]=3[N:9]=[C:8]2[C@@H:16]([NH:18][C:19]2[N:27]=[CH:26][N:25]=[C:24]3[C:20]=2[N:21]=[CH:22][NH:23]3)[CH3:17])[CH2:2]1.Br[CH2:29][CH2:30][OH:31].CCN(C(C)C)C(C)C, predict the reaction product. The product is: [N:27]1[C:19]([NH:18][C@H:16]([C:8]2[N:7]([C@@H:3]3[CH2:4][CH2:5][CH2:6][N:1]([CH2:29][CH2:30][OH:31])[CH2:2]3)[C:11]3[CH:12]=[CH:13][CH:14]=[CH:15][C:10]=3[N:9]=2)[CH3:17])=[C:20]2[C:24]([NH:23][CH:22]=[N:21]2)=[N:25][CH:26]=1. (4) Given the reactants [Cl:1][C:2]1[CH:7]=[C:6](Cl)[N:5]=[C:4]([NH2:9])[CH:3]=1.C([O-])([O-])=O.[K+].[K+].[Zn](CC)[CH2:17][CH3:18], predict the reaction product. The product is: [Cl:1][C:2]1[CH:7]=[C:6]([CH2:17][CH3:18])[N:5]=[C:4]([NH2:9])[CH:3]=1. (5) The product is: [F:1][C:2]1[CH:3]=[C:4]([CH:14]([NH:16][C:17]([C:19]2[N:20]=[C:21]([O:38][C:30]3[CH:31]=[C:32]([C:34]([F:35])([F:36])[F:37])[CH:33]=[C:28]([CH:25]([CH3:27])[CH3:26])[CH:29]=3)[O:22][CH:23]=2)=[O:18])[CH3:15])[CH:5]=[C:6]([F:13])[C:7]=1[NH:8][S:9]([CH3:12])(=[O:11])=[O:10]. Given the reactants [F:1][C:2]1[CH:3]=[C:4]([CH:14]([NH:16][C:17]([C:19]2[N:20]=[C:21](Cl)[O:22][CH:23]=2)=[O:18])[CH3:15])[CH:5]=[C:6]([F:13])[C:7]=1[NH:8][S:9]([CH3:12])(=[O:11])=[O:10].[CH:25]([C:28]1[CH:29]=[C:30]([OH:38])[CH:31]=[C:32]([C:34]([F:37])([F:36])[F:35])[CH:33]=1)([CH3:27])[CH3:26], predict the reaction product. (6) Given the reactants [C:1]([O:4][CH:5]=[CH2:6])(=[O:3])[CH3:2].[CH:7]([O:9][CH2:10][CH2:11][CH2:12][CH3:13])=[CH2:8].CC(N=NC(C#N)(C)C)(C#N)C, predict the reaction product. The product is: [C:1]([O:4][CH:5]=[CH2:6])(=[O:3])[CH3:2].[CH:7]([O:9][CH2:10][CH2:11][CH2:12][CH3:13])=[CH2:8]. (7) Given the reactants [F:1][C:2]1[CH:7]=[CH:6][C:5]([C:8]([CH:10]=O)=O)=[CH:4][CH:3]=1.[C:12]([O:16][C:17](=[O:43])[NH:18][C:19]1[CH:20]=[N:21][CH:22]=[C:23]([C:26]2[CH:27]=[C:28]3[C:32](=[CH:33][CH:34]=2)[N:31]([CH:35]2[CH2:40][CH2:39][CH2:38][CH2:37][O:36]2)[N:30]=[C:29]3[CH:41]=O)[C:24]=1[CH3:25])([CH3:15])([CH3:14])[CH3:13].C(=O)([O-])[O-].[NH4+:48].[NH4+:49], predict the reaction product. The product is: [C:12]([O:16][C:17](=[O:43])[NH:18][C:19]1[CH:20]=[N:21][CH:22]=[C:23]([C:26]2[CH:27]=[C:28]3[C:32](=[CH:33][CH:34]=2)[N:31]([CH:35]2[CH2:40][CH2:39][CH2:38][CH2:37][O:36]2)[N:30]=[C:29]3[C:41]2[NH:48][CH:10]=[C:8]([C:5]3[CH:4]=[CH:3][C:2]([F:1])=[CH:7][CH:6]=3)[N:49]=2)[C:24]=1[CH3:25])([CH3:15])([CH3:13])[CH3:14].